Dataset: Reaction yield outcomes from USPTO patents with 853,638 reactions. Task: Predict the reaction yield, written as a fraction of the theoretical maximum amount of product (1.0 means a 100% yield; for example, 0.34 means a 34% yield). (1) The reactants are [CH3:1][N:2]([CH3:20])[C:3]([C:5]1[N:14]([CH:15]2[CH2:19][CH2:18][CH2:17][CH2:16]2)[C:8]2[N:9]=[C:10](Cl)[N:11]=[CH:12][C:7]=2[CH:6]=1)=[O:4].C(OC([N:28]1[CH2:33][CH2:32][CH:31]([N:34]([C:36]([C:38]2[CH:39]=[N:40][C:41]([NH2:44])=[CH:42][CH:43]=2)=[O:37])[CH3:35])[CH2:30][CH2:29]1)=O)(C)(C)C. No catalyst specified. The product is [CH3:1][N:2]([CH3:20])[C:3]([C:5]1[N:14]([CH:15]2[CH2:19][CH2:18][CH2:17][CH2:16]2)[C:8]2[N:9]=[C:10]([NH:44][C:41]3[CH:42]=[CH:43][C:38]([C:36](=[O:37])[N:34]([CH3:35])[CH:31]4[CH2:32][CH2:33][NH:28][CH2:29][CH2:30]4)=[CH:39][N:40]=3)[N:11]=[CH:12][C:7]=2[CH:6]=1)=[O:4]. The yield is 0.160. (2) The reactants are [F:1][C:2]1[CH:3]=[C:4]([B:9]([OH:11])[OH:10])[CH:5]=[C:6]([F:8])[CH:7]=1.[NH:12]([CH2:16][CH2:17]O)[CH2:13][CH2:14]O. No catalyst specified. The product is [F:8][C:6]1[CH:5]=[C:4]([B:9]2[O:10][CH2:17][CH2:16][NH:12][CH2:13][CH2:14][O:11]2)[CH:3]=[C:2]([F:1])[CH:7]=1. The yield is 0.930. (3) The reactants are [CH2:1]([NH:5][NH2:6])[CH2:2][CH2:3][CH3:4].C(N(CC)CC)C.Cl[C:15]([O:17][C:18]1[CH:23]=[CH:22][CH:21]=[CH:20][CH:19]=1)=[O:16].O. The catalyst is ClCCl. The product is [C:18]1([O:17][C:15]([N:5]([CH2:1][CH2:2][CH2:3][CH3:4])[NH2:6])=[O:16])[CH:23]=[CH:22][CH:21]=[CH:20][CH:19]=1. The yield is 0.290.